Predict the product of the given reaction. From a dataset of Forward reaction prediction with 1.9M reactions from USPTO patents (1976-2016). (1) Given the reactants [CH3:1][O:2][C:3]1[CH:8]=[CH:7][C:6]([NH:9][C:10]2[N:15]=[C:14](Cl)[N:13]=[C:12]([Cl:17])[N:11]=2)=[CH:5][CH:4]=1.[NH2:18][C:19]1[CH:24]=[CH:23][CH:22]=[CH:21][CH:20]=1.C(N(C(C)C)CC)(C)C, predict the reaction product. The product is: [Cl:17][C:12]1[N:11]=[C:10]([NH:9][C:6]2[CH:5]=[CH:4][C:3]([O:2][CH3:1])=[CH:8][CH:7]=2)[N:15]=[C:14]([NH:18][C:19]2[CH:24]=[CH:23][CH:22]=[CH:21][CH:20]=2)[N:13]=1. (2) The product is: [CH3:42][C:4]1([CH3:43])[CH2:3][CH:2]([NH:12][C:17](=[O:18])[CH3:16])[C:11]2[C:6](=[CH:7][CH:8]=[C:9]([N:12]3[C:17](=[O:18])[C:16]([CH2:19][C:20]4[CH:25]=[CH:24][C:23]([C:26]5[CH:31]=[CH:30][CH:29]=[CH:28][C:27]=5[C:32]5[NH:36][C:35](=[O:37])[O:34][N:33]=5)=[CH:22][CH:21]=4)=[C:15]([CH2:38][CH2:39][CH3:40])[N:14]=[C:13]3[CH3:41])[CH:10]=2)[O:5]1. Given the reactants O[CH:2]1[C:11]2[C:6](=[CH:7][CH:8]=[C:9]([N:12]3[C:17](=[O:18])[C:16]([CH2:19][C:20]4[CH:25]=[CH:24][C:23]([C:26]5[CH:31]=[CH:30][CH:29]=[CH:28][C:27]=5[C:32]5[NH:36][C:35](=[O:37])[O:34][N:33]=5)=[CH:22][CH:21]=4)=[C:15]([CH2:38][CH2:39][CH3:40])[N:14]=[C:13]3[CH3:41])[CH:10]=2)[O:5][C:4]([CH3:43])([CH3:42])[CH2:3]1.Cl, predict the reaction product.